This data is from Reaction yield outcomes from USPTO patents with 853,638 reactions. The task is: Predict the reaction yield, written as a fraction of the theoretical maximum amount of product (1.0 means a 100% yield; for example, 0.34 means a 34% yield). (1) The reactants are C([O:3][CH:4](OCC)[CH2:5][NH:6][C:7](=[O:11])[O:8][CH2:9][CH3:10])C.Cl.O. The product is [O:3]=[CH:4][CH2:5][NH:6][C:7](=[O:11])[O:8][CH2:9][CH3:10]. The yield is 0.280. The catalyst is C1COCC1. (2) The reactants are [CH2:1]([N:3]([CH2:18]C)[CH2:4][CH2:5][O:6][C:7]1[CH:12]=[CH:11][C:10]([CH:13]([NH2:17])[CH2:14][CH2:15][CH3:16])=[CH:9][CH:8]=1)C.CN(C)CCOC1C=CC(C(=O)CCC)=CC=1. No catalyst specified. The product is [CH3:18][N:3]([CH3:1])[CH2:4][CH2:5][O:6][C:7]1[CH:8]=[CH:9][C:10]([CH:13]([NH2:17])[CH2:14][CH2:15][CH3:16])=[CH:11][CH:12]=1. The yield is 0.730. (3) The reactants are [O:1]1[C:5]2[CH:6]=[CH:7][C:8]([C:10]3([C:13]([NH:15][C:16]4[CH:17]=[C:18]5[C:22](=[C:23]([C:25]#[N:26])[CH:24]=4)[NH:21][C:20]([C:27]([CH3:30])([CH3:29])[CH3:28])=[CH:19]5)=[O:14])[CH2:12][CH2:11]3)=[CH:9][C:4]=2[O:3][CH2:2]1.[H][H]. The catalyst is C(OCC)(=O)C.[Pd]. The product is [NH2:26][CH2:25][C:23]1[CH:24]=[C:16]([NH:15][C:13]([C:10]2([C:8]3[CH:7]=[CH:6][C:5]4[O:1][CH2:2][O:3][C:4]=4[CH:9]=3)[CH2:11][CH2:12]2)=[O:14])[CH:17]=[C:18]2[C:22]=1[NH:21][C:20]([C:27]([CH3:30])([CH3:29])[CH3:28])=[CH:19]2. The yield is 0.320. (4) The reactants are [CH2:1]([S:11]([OH:14])(=[O:13])=[O:12])[CH2:2][S:3][S:4][CH2:5][CH2:6][S:7]([OH:10])(=[O:9])=[O:8].[OH-].[Ca+2:16].[OH-].CC(C)=O. The catalyst is O. The product is [CH2:1]([S:11]([O-:14])(=[O:13])=[O:12])[CH2:2][S:3][S:4][CH2:5][CH2:6][S:7]([O-:10])(=[O:8])=[O:9].[Ca+2:16]. The yield is 0.850. (5) The reactants are Cl[C:2]1[C:7]([F:8])=[C:6]([Cl:9])[N:5]=[CH:4][N:3]=1.[Si:10]([O:17][C@@H:18]1[C@H:22]([CH2:23][O:24][Si:25]([C:28]([CH3:31])([CH3:30])[CH3:29])([CH3:27])[CH3:26])[CH2:21][C@@H:20]([NH2:32])[CH2:19]1)([C:13]([CH3:16])([CH3:15])[CH3:14])([CH3:12])[CH3:11].C(N(CC)CC)C. The catalyst is C(O)C. The product is [Si:10]([O:17][C@@H:18]1[C@H:22]([CH2:23][O:24][Si:25]([C:28]([CH3:31])([CH3:30])[CH3:29])([CH3:26])[CH3:27])[CH2:21][C@@H:20]([NH:32][C:2]2[C:7]([F:8])=[C:6]([Cl:9])[N:5]=[CH:4][N:3]=2)[CH2:19]1)([C:13]([CH3:16])([CH3:15])[CH3:14])([CH3:12])[CH3:11]. The yield is 0.700. (6) The reactants are [NH2:1][C:2]1[N:7]=[CH:6][C:5](/[CH:8]=[CH:9]/[C:10]([OH:12])=O)=[CH:4][C:3]=1[CH2:13][N:14]1[CH2:19][CH2:18][O:17][CH2:16][CH2:15]1.[ClH:20].CN1CC2C=C(/C=C/C(O)=O)C=NC=2NC(=O)C1.[CH3:39][NH:40][CH2:41][C:42]1[S:46][C:45]2[CH:47]=[CH:48][CH:49]=[CH:50][C:44]=2[C:43]=1[CH3:51].CNCC1C=CC2C(=CC=CC=2)C=1CCC. No catalyst specified. The product is [ClH:20].[NH2:1][C:2]1[N:7]=[CH:6][C:5](/[CH:8]=[CH:9]/[C:10]([N:40]([CH3:39])[CH2:41][C:42]2[S:46][C:45]3[CH:47]=[CH:48][CH:49]=[CH:50][C:44]=3[C:43]=2[CH3:51])=[O:12])=[CH:4][C:3]=1[CH2:13][N:14]1[CH2:19][CH2:18][O:17][CH2:16][CH2:15]1. The yield is 0.670.